This data is from Forward reaction prediction with 1.9M reactions from USPTO patents (1976-2016). The task is: Predict the product of the given reaction. (1) The product is: [S:1]1[CH:5]=[CH:4][C:3]2[C:6]([N:10]3[CH2:11][CH2:12][N:13]([CH2:16][CH2:17][CH2:18][CH2:19][O:20][C:21]4[CH:30]=[C:29]5[C:24]([CH:25]=[CH:26][C:27](=[O:46])[N:28]5[CH2:31][O:32][C:33](=[O:45])[CH2:34][CH2:35][CH2:36][CH2:37][CH2:38][CH2:39][CH2:40][CH2:41][CH2:42][CH2:43][CH3:44])=[CH:23][CH:22]=4)[CH2:14][CH2:15]3)=[CH:7][CH:8]=[CH:9][C:2]1=2. Given the reactants [S:1]1[CH:5]=[CH:4][C:3]2[C:6]([N:10]3[CH2:15][CH2:14][N:13]([CH2:16][CH2:17][CH2:18][CH2:19][O:20][C:21]4[CH:30]=[C:29]5[C:24]([CH2:25][CH2:26][C:27](=[O:46])[N:28]5[CH2:31][O:32][C:33](=[O:45])[CH2:34][CH2:35][CH2:36][CH2:37][CH2:38][CH2:39][CH2:40][CH2:41][CH2:42][CH2:43][CH3:44])=[CH:23][CH:22]=4)[CH2:12][CH2:11]3)=[CH:7][CH:8]=[CH:9][C:2]1=2.FC(F)(F)C(O)=O.ClC1C(=O)C(C#N)=C(C#N)C(=O)C=1Cl.C(=O)([O-])[O-].[Na+].[Na+], predict the reaction product. (2) Given the reactants C([O:5][C:6](=[O:37])[CH2:7][C@H:8]([C:18]1[O:22][N:21]=[C:20]([CH2:23][CH:24](C(OCC)=O)[C:25]([O:27][C:28](C)(C)[CH3:29])=[O:26])[N:19]=1)[CH2:9][CH2:10][CH2:11][CH:12]1[CH2:17][CH2:16][CH2:15][CH2:14][CH2:13]1)(C)(C)C.FC(F)(F)C(O)=O, predict the reaction product. The product is: [CH:12]1([CH2:11][CH2:10][CH2:9][C@@H:8]([C:18]2[O:22][N:21]=[C:20]([CH2:23][CH2:24][C:25]([O:27][CH2:28][CH3:29])=[O:26])[N:19]=2)[CH2:7][C:6]([OH:37])=[O:5])[CH2:13][CH2:14][CH2:15][CH2:16][CH2:17]1. (3) Given the reactants [CH2:1]([O:3][P:4]([CH2:9][C:10]([O:12][C:13]([CH3:16])([CH3:15])[CH3:14])=[O:11])([O:6][CH2:7][CH3:8])=[O:5])[CH3:2].[H-].[Na+].Br[CH2:20][C:21]1[N:22]=[CH:23][S:24][CH:25]=1, predict the reaction product. The product is: [CH2:7]([O:6][P:4]([CH:9]([CH2:20][C:21]1[N:22]=[CH:23][S:24][CH:25]=1)[C:10]([O:12][C:13]([CH3:14])([CH3:16])[CH3:15])=[O:11])([O:3][CH2:1][CH3:2])=[O:5])[CH3:8].